This data is from Full USPTO retrosynthesis dataset with 1.9M reactions from patents (1976-2016). The task is: Predict the reactants needed to synthesize the given product. (1) Given the product [CH:1]1([CH:4]([NH:8][C:9]2[C:14]([NH2:15])=[C:13]([C:18]3[CH:23]=[CH:22][C:21]([Cl:24])=[CH:20][C:19]=3[Cl:25])[CH:12]=[CH:11][N:10]=2)[CH2:5][CH2:6][CH3:7])[CH2:3][CH2:2]1, predict the reactants needed to synthesize it. The reactants are: [CH:1]1([CH:4]([NH:8][C:9]2[C:14]([N+:15]([O-])=O)=[C:13]([C:18]3[CH:23]=[CH:22][C:21]([Cl:24])=[CH:20][C:19]=3[Cl:25])[CH:12]=[CH:11][N:10]=2)[CH2:5][CH2:6][CH3:7])[CH2:3][CH2:2]1.[O-]S(S([O-])=O)=O.[Na+].[Na+]. (2) Given the product [C:25]([O:24][C:22]([N:8]1[CH2:12][CH2:11][C:10](=[O:13])[CH2:9]1)=[O:23])([CH3:26])([CH3:27])[CH3:28], predict the reactants needed to synthesize it. The reactants are: C([N:8]1[CH2:12][CH2:11][C:10](=[O:13])[CH2:9]1)C1C=CC=CC=1.[C:22](O[C:22]([O:24][C:25]([CH3:28])([CH3:27])[CH3:26])=[O:23])([O:24][C:25]([CH3:28])([CH3:27])[CH3:26])=[O:23].